Task: Predict the reactants needed to synthesize the given product.. Dataset: Full USPTO retrosynthesis dataset with 1.9M reactions from patents (1976-2016) (1) Given the product [CH2:1]([N:3]([CH2:42][C:41]1[CH:45]=[CH:46][CH:47]=[C:39]([O:38][CH2:37][CH2:36][N:30]2[CH2:35][CH2:34][CH2:33][CH2:32][CH2:31]2)[CH:40]=1)[C:4]1[CH:9]=[C:8]([O:10][CH3:11])[CH:7]=[CH:6][C:5]=1[CH:12]1[CH2:21][CH2:20][C:19]2[CH:18]=[C:17]([OH:22])[CH:16]=[CH:15][C:14]=2[CH2:13]1)[CH3:2], predict the reactants needed to synthesize it. The reactants are: [CH2:1]([NH:3][C:4]1[CH:9]=[C:8]([O:10][CH3:11])[CH:7]=[CH:6][C:5]=1[CH:12]1[CH2:21][CH2:20][C:19]2[CH:18]=[C:17]([O:22]C(=O)C(C)(C)C)[CH:16]=[CH:15][C:14]=2[CH2:13]1)[CH3:2].Cl.[N:30]1([CH2:36][CH2:37][O:38][C:39]2[CH:40]=[C:41]([CH:45]=[CH:46][CH:47]=2)[C:42](O)=O)[CH2:35][CH2:34][CH2:33][CH2:32][CH2:31]1. (2) Given the product [ClH:44].[CH2:22]([C:21]1[CH:20]=[CH:19][C:18]([CH:16]([CH3:17])[C:14]([NH:11][CH2:10][CH2:9][CH2:8][NH2:12])=[O:13])=[CH:27][CH:26]=1)[CH:23]([CH3:25])[CH3:24], predict the reactants needed to synthesize it. The reactants are: C([CH:8]([NH2:12])[CH2:9][CH2:10][NH2:11])(OC(C)(C)C)=O.[OH:13][C:14]([C@@H:16]([C:18]1[CH:27]=[CH:26][C:21]([CH2:22][CH:23]([CH3:25])[CH3:24])=[CH:20][CH:19]=1)[CH3:17])=O.C1CCC(N=C=NC2CCCCC2)CC1.C(Cl)[Cl:44]. (3) Given the product [C:13]([C:12]1[CH:11]=[C:10]([Cl:16])[C:9]([CH3:17])=[C:8]([C:18]#[N:19])[C:7]=1[C:25]1[CH:24]=[C:23]([F:22])[CH:28]=[C:27]([F:29])[CH:26]=1)(=[O:15])[CH3:14], predict the reactants needed to synthesize it. The reactants are: FC(F)(F)S(O[C:7]1[C:12]([C:13](=[O:15])[CH3:14])=[CH:11][C:10]([Cl:16])=[C:9]([CH3:17])[C:8]=1[C:18]#[N:19])(=O)=O.[F:22][C:23]1[CH:24]=[C:25](B(O)O)[CH:26]=[C:27]([F:29])[CH:28]=1.[Na].C([O-])(O)=O.[Na+].N#N. (4) Given the product [Br:19][C:20]1[CH:25]=[CH:24][C:23]([CH2:26][N:12]2[N:11]=[CH:10][C:9]3[C:14](=[C:15]([F:17])[CH:16]=[C:7]([C:3]([CH3:6])([CH3:4])[CH3:5])[CH:8]=3)[C:13]2=[O:18])=[CH:22][C:21]=1[CH2:28][O:29][CH2:30][O:31][CH3:32], predict the reactants needed to synthesize it. The reactants are: [H-].[Na+].[C:3]([C:7]1[CH:8]=[C:9]2[C:14](=[C:15]([F:17])[CH:16]=1)[C:13](=[O:18])[NH:12][N:11]=[CH:10]2)([CH3:6])([CH3:5])[CH3:4].[Br:19][C:20]1[CH:25]=[CH:24][C:23]([CH2:26]Br)=[CH:22][C:21]=1[CH2:28][O:29][CH2:30][O:31][CH3:32].O. (5) Given the product [C:1]([NH:8][C@H:9]([CH:13]=[O:14])[CH2:10][CH2:11][CH3:12])([O:3][C:4]([CH3:5])([CH3:7])[CH3:6])=[O:2], predict the reactants needed to synthesize it. The reactants are: [C:1]([NH:8][C@H:9]([CH2:13][OH:14])[CH2:10][CH2:11][CH3:12])([O:3][C:4]([CH3:7])([CH3:6])[CH3:5])=[O:2].C1(C)C=CC=CC=1.C(Cl)CCl.ClC(Cl)C(O)=O. (6) Given the product [CH3:1][O:2][C:5]1[N:6]=[CH:7][C:8]([C:9]#[N:10])=[CH:11][CH:12]=1, predict the reactants needed to synthesize it. The reactants are: [CH3:1][O-:2].[Na+].Cl[C:5]1[CH:12]=[CH:11][C:8]([C:9]#[N:10])=[CH:7][N:6]=1.O. (7) Given the product [F:1][C:2]1[CH:7]=[CH:6][CH:5]=[CH:4][C:3]=1[CH2:8][CH2:9][CH2:10][NH2:11], predict the reactants needed to synthesize it. The reactants are: [F:1][C:2]1[CH:7]=[CH:6][CH:5]=[CH:4][C:3]=1[CH2:8][CH2:9][C:10]#[N:11]. (8) Given the product [CH3:30][NH:31][CH2:2][CH2:1][S:3]([N:6]1[CH2:7][CH2:8][CH:9]([C:12]2[C:20]3[C:15](=[C:16]([C:27]([NH2:29])=[O:28])[CH:17]=[C:18]([C:21]4[CH:26]=[CH:25][CH:24]=[CH:23][CH:22]=4)[CH:19]=3)[NH:14][CH:13]=2)[CH2:10][CH2:11]1)(=[O:5])=[O:4], predict the reactants needed to synthesize it. The reactants are: [CH:1]([S:3]([N:6]1[CH2:11][CH2:10][CH:9]([C:12]2[C:20]3[C:15](=[C:16]([C:27]([NH2:29])=[O:28])[CH:17]=[C:18]([C:21]4[CH:26]=[CH:25][CH:24]=[CH:23][CH:22]=4)[CH:19]=3)[NH:14][CH:13]=2)[CH2:8][CH2:7]1)(=[O:5])=[O:4])=[CH2:2].[CH3:30][NH2:31].